This data is from Full USPTO retrosynthesis dataset with 1.9M reactions from patents (1976-2016). The task is: Predict the reactants needed to synthesize the given product. (1) Given the product [C:1]([NH:4][CH2:5][CH2:6][NH:7][C:8]([C:10]1[S:11][C:12]([C:15]2[N:20]=[C:19]([NH:21][C:22]3[CH:26]=[C:25]([CH:27]4[CH2:29][CH2:28]4)[N:24]([C:31](=[O:33])[CH3:32])[N:23]=3)[C:18]([Br:30])=[CH:17][N:16]=2)=[CH:13][CH:14]=1)=[O:9])(=[O:3])[CH3:2], predict the reactants needed to synthesize it. The reactants are: [C:1]([NH:4][CH2:5][CH2:6][NH:7][C:8]([C:10]1[S:11][C:12]([C:15]2[N:20]=[C:19]([NH:21][C:22]3[CH:26]=[C:25]([CH:27]4[CH2:29][CH2:28]4)[NH:24][N:23]=3)[C:18]([Br:30])=[CH:17][N:16]=2)=[CH:13][CH:14]=1)=[O:9])(=[O:3])[CH3:2].[C:31](OC(=O)C)(=[O:33])[CH3:32]. (2) Given the product [C:1]([O:5][C:6]([N:8]1[CH2:13][C@@H:12]2[C@@H:10]([CH2:11]2)[C@H:9]1[C:14](=[O:27])[NH:15][C@@H:16]([C:19]1[CH:24]=[CH:23][CH:22]=[C:21]([Cl:25])[C:20]=1[F:26])[CH2:17][O:18][CH3:28])=[O:7])([CH3:4])([CH3:2])[CH3:3], predict the reactants needed to synthesize it. The reactants are: [C:1]([O:5][C:6]([N:8]1[CH2:13][C@@H:12]2[C@@H:10]([CH2:11]2)[C@H:9]1[C:14](=[O:27])[NH:15][C@@H:16]([C:19]1[CH:24]=[CH:23][CH:22]=[C:21]([Cl:25])[C:20]=1[F:26])[CH2:17][OH:18])=[O:7])([CH3:4])([CH3:3])[CH3:2].[CH3:28]COC(C)=O. (3) Given the product [OH:1][CH2:2][CH:3]1[CH2:8][CH2:7][N:6]([C:9]2[CH:14]=[CH:13][C:12]([C@H:15]([C:26]3[CH:31]=[CH:30][CH:29]=[CH:28][C:27]=3[CH3:32])[CH2:16]/[C:17](/[C:19]3[CH:24]=[CH:23][N:22]=[C:21]([CH3:25])[CH:20]=3)=[N:34]\[OH:35])=[CH:11][CH:10]=2)[CH2:5][CH2:4]1, predict the reactants needed to synthesize it. The reactants are: [OH:1][CH2:2][CH:3]1[CH2:8][CH2:7][N:6]([C:9]2[CH:14]=[CH:13][C:12]([C@H:15]([C:26]3[CH:31]=[CH:30][CH:29]=[CH:28][C:27]=3[CH3:32])[CH2:16][C:17]([C:19]3[CH:24]=[CH:23][N:22]=[C:21]([CH3:25])[CH:20]=3)=O)=[CH:11][CH:10]=2)[CH2:5][CH2:4]1.Cl.[NH2:34][OH:35].C([O-])(O)=O.[Na+]. (4) Given the product [F:12][C:9]1[CH:10]=[C:11]2[C:6](=[CH:7][CH:8]=1)[N:5]=[CH:4][CH:3]=[C:2]2[N:23]1[CH2:22][CH2:21][N:20]([C:13]([O:15][C:16]([CH3:19])([CH3:18])[CH3:17])=[O:14])[CH2:25][CH2:24]1, predict the reactants needed to synthesize it. The reactants are: Cl[C:2]1[C:11]2[C:6](=[CH:7][CH:8]=[C:9]([F:12])[CH:10]=2)[N:5]=[CH:4][CH:3]=1.[C:13]([N:20]1[CH2:25][CH2:24][NH:23][CH2:22][CH2:21]1)([O:15][C:16]([CH3:19])([CH3:18])[CH3:17])=[O:14].CCN(C(C)C)C(C)C.